From a dataset of HIV replication inhibition screening data with 41,000+ compounds from the AIDS Antiviral Screen. Binary Classification. Given a drug SMILES string, predict its activity (active/inactive) in a high-throughput screening assay against a specified biological target. (1) The molecule is CCOC(=O)c1cc2c3ccn(Cc4ccccc4)c3c3c(C)noc3c2[nH]1. The result is 1 (active). (2) The molecule is CCc1ccc(Nc2cc(O)nc(SCc3ccccc3)n2)cc1. The result is 1 (active). (3) The result is 1 (active). The drug is O=S(=O)(c1ccccc1)c1ccccn1. (4) The molecule is CC1(C)CCCCCCCCCC2CC2CCC(C)(C)C1=O. The result is 0 (inactive). (5) The molecule is CN1C=CC(=C[N+](=O)[O-])N(C)C1=O. The result is 0 (inactive).